From a dataset of Forward reaction prediction with 1.9M reactions from USPTO patents (1976-2016). Predict the product of the given reaction. (1) Given the reactants I.[S:2]1[C:6]2[CH2:7][C:8]3[CH:9]=[CH:10][CH:11]=[CH:12][C:13]=3[C:5]=2[N:4]=[C:3]1[NH2:14].[C:15]([C:17]1[CH:25]=[CH:24][C:20]([C:21](Cl)=[O:22])=[CH:19][CH:18]=1)#[N:16], predict the reaction product. The product is: [C:15]([C:17]1[CH:25]=[CH:24][C:20]([C:21]([NH:14][C:3]2[S:2][C:6]3[CH2:7][C:8]4[CH:9]=[CH:10][CH:11]=[CH:12][C:13]=4[C:5]=3[N:4]=2)=[O:22])=[CH:19][CH:18]=1)#[N:16]. (2) The product is: [C:28]1([NH:34][C:35](=[O:36])[O:10][CH2:9][C@@H:8]([N:6]2[CH:7]=[C:2]([Cl:1])[N:3]=[C:4]([NH:15][C:16]3[C:17]([CH3:25])=[N:18][C:19]([O:23][CH3:24])=[C:20]([CH3:22])[CH:21]=3)[C:5]2=[O:14])[CH:38]2[CH2:37][CH2:41]2)[CH:33]=[CH:32][CH:31]=[CH:30][CH:29]=1. Given the reactants [Cl:1][C:2]1[N:3]=[C:4]([NH:15][C:16]2[C:17]([CH3:25])=[N:18][C:19]([O:23][CH3:24])=[C:20]([CH3:22])[CH:21]=2)[C:5](=[O:14])[N:6]([CH2:8][C@H:9](C2CC2)[OH:10])[CH:7]=1.[H-].[Na+].[C:28]1([N:34]=[C:35]=[O:36])[CH:33]=[CH:32][CH:31]=[CH:30][CH:29]=1.[CH2:37]1[CH2:41]OC[CH2:38]1, predict the reaction product. (3) Given the reactants ClC(N(C)C)=C(C)C.[N:9]1([C:13]([C:15]2[CH:16]=[C:17]([Cl:43])[C:18]([O:21][C:22]3[CH:23]=[C:24]([CH:28]=[C:29]([O:31][C@@H:32]([CH3:42])[CH2:33][O:34][Si:35]([C:38]([CH3:41])([CH3:40])[CH3:39])([CH3:37])[CH3:36])[CH:30]=3)[C:25](O)=[O:26])=[N:19][CH:20]=2)=[O:14])[CH2:12][CH2:11][CH2:10]1.[NH2:44][C:45]1[CH:50]=[N:49][C:48]([CH3:51])=[CH:47][N:46]=1.N1C=CC=CC=1, predict the reaction product. The product is: [N:9]1([C:13]([C:15]2[CH:16]=[C:17]([Cl:43])[C:18]([O:21][C:22]3[CH:23]=[C:24]([CH:28]=[C:29]([O:31][C@@H:32]([CH3:42])[CH2:33][O:34][Si:35]([C:38]([CH3:40])([CH3:41])[CH3:39])([CH3:36])[CH3:37])[CH:30]=3)[C:25]([NH:44][C:45]3[CH:50]=[N:49][C:48]([CH3:51])=[CH:47][N:46]=3)=[O:26])=[N:19][CH:20]=2)=[O:14])[CH2:10][CH2:11][CH2:12]1. (4) Given the reactants I[CH2:2][C@H:3]1[CH2:7][CH2:6][N:5]([C@@H:8]([C:10]2[CH:15]=[CH:14][CH:13]=[CH:12][CH:11]=2)[CH3:9])[C@H:4]1[C:16]([O:18][CH3:19])=[O:17].[N-:20]=[N+:21]=[N-:22].[Na+], predict the reaction product. The product is: [N:20]([CH2:2][C@H:3]1[CH2:7][CH2:6][N:5]([C@@H:8]([C:10]2[CH:15]=[CH:14][CH:13]=[CH:12][CH:11]=2)[CH3:9])[C@H:4]1[C:16]([O:18][CH3:19])=[O:17])=[N+:21]=[N-:22]. (5) Given the reactants [C:1]([O:5][C:6]([N:8]1[CH2:13][C@H:12]([CH2:14][N:15]2[CH2:20][CH2:19][O:18][CH2:17][C:16]2=[O:21])[N:11](CC2C=CC=CC=2)[CH2:10][C@H:9]1[CH3:29])=[O:7])([CH3:4])([CH3:3])[CH3:2], predict the reaction product. The product is: [C:1]([O:5][C:6]([N:8]1[CH2:13][C@H:12]([CH2:14][N:15]2[CH2:20][CH2:19][O:18][CH2:17][C:16]2=[O:21])[NH:11][CH2:10][C@H:9]1[CH3:29])=[O:7])([CH3:4])([CH3:2])[CH3:3]. (6) Given the reactants O.O.Cl[Sn]Cl.[NH4+].[Cl-].CO.C(O)[C@H:11]1[O:16][C@H:15]([O:17][C@]2(CO)O[C@H](CO)[C@@H](O)[C@@H]2O)[C@H:14]([OH:29])[C@@H:13](O)[C@@H]1O, predict the reaction product. The product is: [C:15]([O:16][CH3:11])(=[O:17])[CH:14]([CH3:13])[OH:29].[C:15]([OH:17])(=[O:16])[CH:14]([CH3:13])[OH:29]. (7) The product is: [Cl:3][C:4]1[CH:5]=[CH:6][C:7]([C:8]([C:10]2[CH:11]=[C:12]3[C:17](=[CH:18][CH:19]=2)[N:16]([CH3:2])[C:15](=[O:20])[CH:14]=[C:13]3[C:21]2[S:22][CH:23]=[CH:24][CH:25]=2)=[O:9])=[CH:26][CH:27]=1. Given the reactants I[CH3:2].[Cl:3][C:4]1[CH:27]=[CH:26][C:7]([C:8]([C:10]2[CH:11]=[C:12]3[C:17](=[CH:18][CH:19]=2)[NH:16][C:15](=[O:20])[CH:14]=[C:13]3[C:21]2[S:22][CH:23]=[CH:24][CH:25]=2)=[O:9])=[CH:6][CH:5]=1.O, predict the reaction product.